This data is from Reaction yield outcomes from USPTO patents with 853,638 reactions. The task is: Predict the reaction yield, written as a fraction of the theoretical maximum amount of product (1.0 means a 100% yield; for example, 0.34 means a 34% yield). (1) The reactants are [N:1]1[CH:6]=[CH:5][C:4]([CH3:7])=[CH:3][CH:2]=1.[CH3:8][I:9]. The catalyst is C1(C)C=CC=CC=1. The product is [I-:9].[CH3:8][N+:1]1[CH:6]=[CH:5][C:4]([CH3:7])=[CH:3][CH:2]=1. The yield is 0.670. (2) The reactants are [NH2:1][C@@H:2]([CH3:5])[CH2:3][OH:4].[C:6]1(=O)[O:11][C:9](=[O:10])[C:8]2=[CH:12][CH:13]=[CH:14][CH:15]=[C:7]12.CCN(CC)CC. The catalyst is C1(C)C=CC=CC=1. The product is [OH:4][CH2:3][C@@H:2]([N:1]1[C:9](=[O:10])[C:8]2[C:7](=[CH:15][CH:14]=[CH:13][CH:12]=2)[C:6]1=[O:11])[CH3:5]. The yield is 0.910. (3) The reactants are C(OC([N:8]1[CH2:13][CH2:12][C:11](=[O:14])[CH2:10][CH2:9]1)=O)(C)(C)C.[F:15][C:16]1[CH:17]=[C:18]([Mg]Br)[CH:19]=[CH:20][CH:21]=1.[Cl-:24].[NH4+]. The catalyst is O1CCCC1. The product is [ClH:24].[F:15][C:16]1[CH:21]=[C:20]([C:11]2([OH:14])[CH2:10][CH2:9][NH:8][CH2:13][CH2:12]2)[CH:19]=[CH:18][CH:17]=1. The yield is 0.350. (4) The reactants are [CH:1]1([N:7]2[C:12]([OH:13])=[C:11]([C:14]([NH:16][CH2:17][C:18]([O:20]CC)=[O:19])=[O:15])[C:10](=[O:23])[NH:9][C:8]2=[O:24])[CH2:6][CH2:5][CH2:4][CH2:3][CH2:2]1.C(=O)([O-])[O-].[K+].[K+].[Br:31][C:32]1[CH:39]=[CH:38][C:37]([O:40][CH3:41])=[CH:36][C:33]=1[CH2:34]Br.Cl. The catalyst is CC(N(C)C)=O. The product is [Br:31][C:32]1[CH:39]=[CH:38][C:37]([O:40][CH3:41])=[CH:36][C:33]=1[CH2:34][N:9]1[C:10](=[O:23])[C:11]([C:14]([NH:16][CH2:17][C:18]([OH:20])=[O:19])=[O:15])=[C:12]([OH:13])[N:7]([CH:1]2[CH2:6][CH2:5][CH2:4][CH2:3][CH2:2]2)[C:8]1=[O:24]. The yield is 0.290.